Dataset: Reaction yield outcomes from USPTO patents with 853,638 reactions. Task: Predict the reaction yield, written as a fraction of the theoretical maximum amount of product (1.0 means a 100% yield; for example, 0.34 means a 34% yield). (1) The reactants are [F:1][C:2]1[CH:22]=[C:21]([N+:23]([O-])=O)[CH:20]=[CH:19][C:3]=1[O:4][C:5]1[CH:10]=[CH:9][N:8]=[C:7]([NH:11][C:12]([N:14]2[CH2:18][CH2:17][CH2:16][CH2:15]2)=[O:13])[CH:6]=1.[Cl-].[NH4+]. The catalyst is C(O)C.O.[Fe]. The product is [NH2:23][C:21]1[CH:20]=[CH:19][C:3]([O:4][C:5]2[CH:10]=[CH:9][N:8]=[C:7]([NH:11][C:12]([N:14]3[CH2:15][CH2:16][CH2:17][CH2:18]3)=[O:13])[CH:6]=2)=[C:2]([F:1])[CH:22]=1. The yield is 0.760. (2) The reactants are [CH3:1][N:2]1[C:7]2[N:8]([C:20]3[CH:25]=[CH:24][CH:23]=[CH:22][CH:21]=3)[C:9](=[O:19])[N:10]([C:13]3[CH:18]=[CH:17][CH:16]=[CH:15][CH:14]=3)[C:11](=[O:12])[C:6]=2[C:5](SC)=[N:4][C:3]1=[O:28].C1(C)C=CC=CC=1.[Cl:36][C:37]1[CH:43]=[CH:42][C:40]([NH2:41])=[CH:39][CH:38]=1. The catalyst is C(OCC)C. The product is [Cl:36][C:37]1[CH:43]=[CH:42][C:40]([NH:41][C:5]2[C:6]3[C:11](=[O:12])[N:10]([C:13]4[CH:18]=[CH:17][CH:16]=[CH:15][CH:14]=4)[C:9](=[O:19])[N:8]([C:20]4[CH:25]=[CH:24][CH:23]=[CH:22][CH:21]=4)[C:7]=3[N:2]([CH3:1])[C:3](=[O:28])[N:4]=2)=[CH:39][CH:38]=1. The yield is 0.530.